This data is from Forward reaction prediction with 1.9M reactions from USPTO patents (1976-2016). The task is: Predict the product of the given reaction. Given the reactants [Cl:1][C:2]1[CH:7]=[C:6]([Cl:8])[CH:5]=[CH:4][C:3]=1[C:9]1[CH:14]=[CH:13][C:12]([C@@H:15]([OH:21])[CH2:16][CH2:17][CH2:18][CH:19]=[CH2:20])=[CH:11][CH:10]=1.B(F)(F)F.CC[O:28]CC.[OH-].[Na+].OO.C([O-])([O-])=O.[K+].[K+], predict the reaction product. The product is: [Cl:1][C:2]1[CH:7]=[C:6]([Cl:8])[CH:5]=[CH:4][C:3]=1[C:9]1[CH:14]=[CH:13][C:12]([C@@H:15]([OH:21])[CH2:16][CH2:17][CH2:18][CH2:19][CH2:20][OH:28])=[CH:11][CH:10]=1.